From a dataset of Drug-target binding data from BindingDB using IC50 measurements. Regression. Given a target protein amino acid sequence and a drug SMILES string, predict the binding affinity score between them. We predict pIC50 (pIC50 = -log10(IC50 in M); higher means more potent). Dataset: bindingdb_ic50. (1) The small molecule is O=c1oc(OCCCCCc2ccccc2)c(Cl)c2ccc([N+](=O)[O-])cc12. The target protein sequence is MFLLEYTYWKIAAHLVNSGYGVIQAGESDEIWLEAPDKSSHDLVRLYKHDLDFRQEMVRDIEEQAERVERVRHQLGRRRMKLLNVFFSTEAPVDDWEEIAKKTFEKGTVSVEPAIVRGTMLRDDLQAVFPSFRTEDCSEEHASFENAQMARERFLSLVLKQEEQRKTEAAVFQNGKPTFTYLFIALQILMFSLLEINGGSTNTETLVAFGAKENSLIAQGEWWRLLTPIVLHIGIAHLAFNTLALWSVGTAVERMYGSGRFLLIYLAAGITGSIASFVFSPYPSAGASGAIFGCLGALLYVALSNRKMFLRTIGTNIIVIIIINLGFGFAVSNIDNSGHIGGLIGGFFAAAALGLPKAGAFGKRLLSAVFLIALAVGFSYYGLHSPSHQESALIQQASELYQEGKYEEVTELLNGEAAQKDASADLLKILAVSDIQIGEYDQAVSLLERAVKKEPKDHASYYNLALLYAEKNELAQAEKAIQTAVKLKPKEQRYKELQWQ.... The pIC50 is 4.6. (2) The compound is C=Cc1cc(O)cc2nc(-c3ccc(O)c(F)c3)oc12. The target protein (P06211) has sequence MTMTLHTKASGMALLHQIQGNELEPLNRPQLKMPMERALGEVYVDNSKPAVFNYPEGAAYEFNAAAAAAAAGASAPVYGQSSITYGPGSEAAAFGANSLGAFPQLNSVSPSPLMLLHPPPHVSPFLHPHGHQVPYYLENEPSAYAVRDTGPPAFYRSNSDNRRQNGRERLSSSSEKGNMIMESAKETRYCAVCNDYASGYHYGVWSCEGCKAFFKRSIQGHNDYMCPATNQCTIDKNRRKSCQACRLRKCYEVGMMKGGIRKDRRGGRMLKHKRQRDDLEGRNEMGTSGDMRAANLWPSPLVIKHTKKNSPALSLTADQMVSALLDAEPPLIYSEYDPSRPFSEASMMGLLTNLADRELVHMINWAKRVPGFGDLNLHDQVHLLECAWLEILMIGLVWRSMEHPGKLLFAPNLLLDRNQGKCVEGMVEIFDMLLATSSRFRMMNLQGEEFVCLKSIILLNSGVYTFLSSTLKSLEEKDHIHRVLDKINDTLIHLMAKAGL.... The pIC50 is 6.2. (3) The compound is C[C@H]1C[C@H]2CSC(N)=N[C@@]2(c2nc(NC(=O)c3ncn(C)n3)cs2)CO1. The target protein sequence is MAQALPWLLLWMGAGVLPAHGTQHGIRLPLRSGLGGAPLGLRLPRETDEEPEEPGRRGSFVEMVDNLRGKSGQGYYVEMTVGSPPQTLNILVDTGSSNFAVGAAPHPFLHRYYQRQLSSTYRDLRKGVYVPYTQGKWEGELGTDLLCGAGFPLNQSEVLASVGGSMIIGGIDHSLYTGSLWYTPIRREWYYEVIIVRVEINGQDLKMDCKEYNYDKSIVDSGTTNLRLPKKVFEAAVKSIKAASSTEKFPDGFWLGEQLVCWQAGTTPWNIFPVISLYLMGEVTNQSFRITILPQQYLRPVEDVATSQDDCYKFAISQSSTGTVMGAVIMEGFYVVFDRARKRIGFAVSACHVHDEFRTAAVEGPFVTLDMEDCGYNIPQTDESTLMTIAYVMAAICALFMLPLCLMVCQWCCLRCLRQQHDDFADDISLLK. The pIC50 is 6.4. (4) The compound is NC(=O)C(c1ccccc1)(c1ccc(F)cc1)c1ccc(F)cc1. The target protein (Q13123) has sequence MPERDSEPFSNPLAPDGHDVDDPHSFHQSKLTNEDFRKLLMTPRAAPTSAPPSKSRHHEMPREYNEDEDPAARRRKKKSYYAKLRQQEIERERELAEKYRDRAKERRDGVNKDYEETELISTTANYRAVGPTAEADKSAAEKRRQLIQESKFLGGDMEHTHLVKGLDFALLQKVRAEIASKEKEEEELMEKPQKETKKDEDPENKIEFKTRLGRNVYRMLFKSKAYERNELFLPGRMAYVVDLDDEYADTDIPTTLIRSKADCPTMEAQTTLTTNDIVISKLTQILSYLRQGTRNKKLKKKDKGKLEEKKPPEADMNIFEDIGDYVPSTTKTPRDKERERYRERERDRERDRDRDRERERERDRERERERDREREEEKKRHSYFEKPKVDDEPMDVDKGPGSTKELIKSINEKFAGSAGWEGTESLKKPEDKKQLGDFFGMSNSYAECYPATMDDMAVDSDEEVDYSKMDQGNKKGPLGRWDFDTQEEYSEYMNNKEALP.... The pIC50 is 6.0. (5) The drug is COCCOc1ccc([C@@H]2OC(=O)N(c3cc(-c4cnc(N)nc4C(F)(F)F)nc(N4CCOCC4)n3)[C@H]2CO)cc1. The target protein (Q9Z1L0) has sequence MCFRSIMPPAMADTLDIWAVDSQIASDGSISVDFLLPTGIYIQLEVPREATISYIKQMLWKQVHNYPMFNLLMDIDSYMFACVNQTAVYEELEDETRRLCDVRPFLPVLKLVTRSCDPAEKLDSKIGVLIGKGLHEFDALKDPEVNEFRRKMRKFSEDKIQSLVGLSWIDWLKHTYPPEHEPSVLENLEDKLYGGKLVVAVHFENSQDVFSFQVSPNLNPIKINELAIQKRLTIRGKEEEASPCDYVLQVSGRVEYVFGDHPLIQFQYIRNCVMNRTLPHFILVECCKIKKMYEQEMIAIEAAINRNSSSLPLPLPPKKTRVISHVWGNNNPFQIVLVKGNKLNTEETVKVHVRAGLFHGTELLCKTVVSSEISGKNDHIWNEQLEFDINICDLPRMARLCFAVYAVLDKVKTKKSTKTINPSKYQTIRKAGKVHYPVAWVNTMVFDFKGQLRSGDVILHSWSSFPDELEEMLNPMGTVQTNPYAENATALHIKFPENKK.... The pIC50 is 7.2. (6) The small molecule is Cc1ccc(C(=O)Nc2ccc(S(=O)(=O)O)c3cc(S(=O)(=O)O)cc(S(=O)(=O)O)c23)cc1NC(=O)c1cccc(NC(=O)Nc2cccc(C(=O)Nc3cc(C(=O)Nc4ccc(S(=O)(=O)O)c5cc(S(=O)(=O)O)cc(S(=O)(=O)O)c45)ccc3C)c2)c1. The target protein (P41231) has sequence MAADLGPWNDTINGTWDGDELGYRCRFNEDFKYVLLPVSYGVVCVPGLCLNAVALYIFLCRLKTWNASTTYMFHLAVSDALYAASLPLLVYYYARGDHWPFSTVLCKLVRFLFYTNLYCSILFLTCISVHRCLGVLRPLRSLRWGRARYARRVAGAVWVLVLACQAPVLYFVTTSARGGRVTCHDTSAPELFSRFVAYSSVMLGLLFAVPFAVILVCYVLMARRLLKPAYGTSGGLPRAKRKSVRTIAVVLAVFALCFLPFHVTRTLYYSFRSLDLSCHTLNAINMAYKVTRPLASANSCLDPVLYFLAGQRLVRFARDAKPPTGPSPATPARRRLGLRRSDRTDMQRIEDVLGSSEDSRRTESTPAGSENTKDIRL. The pIC50 is 4.3. (7) The small molecule is CCN(C(=O)N1C[C@@H](C(=O)O)[C@@H](N)[C@@H]1CNC(C)=O)C(C)C. The target protein (P03474) has sequence MLPSTVQTLTLLLTSGGVLLSLYVSASLSYLLYSDVLLKFSSTKTTAPTMSLECTNASNAQTVNHSATKEMTFPPPEPEWTYPRLSCQGSTFQKALLISPHRFGEIKGNSAPLIIREPFVACGPKECRHFALTHYAAQPGGYYNGTRKDRNKLRHLVSVKLGKIPTVENSIFHMAAWSGSACHDGREWTYIGVDGPDNDALVKIKYGEAYTDTYHSYAHNILRTQESACNCIGGDCYLMITDGSASGISKCRFLKIREGRIIKEILPTGRVEHTEECTCGFASNKTIECACRDNSYTAKRPFVKLNVETDTAEIRLMCTKTYLDTPRPDDGSIAGPCESNGDKWLGGIKGGFVHQRMASKIGRWYSRTMSKTNRMGMELYVKYDGDPWTDSDALTLSGVMVSIEEPGWYSFGFEIKDKKCDVPCIGIEMVHDGGKDTWHSAATAIYCLMGSGQLLWDTVTGVDMAL. The pIC50 is 3.5.